From a dataset of Full USPTO retrosynthesis dataset with 1.9M reactions from patents (1976-2016). Predict the reactants needed to synthesize the given product. (1) Given the product [Cl:12][C:13]1[CH:14]=[CH:15][C:16]([C:19]([NH:22][C:23]([NH:1][C:2]2[CH:11]=[CH:10][CH:9]=[C:8]3[C:3]=2[CH:4]=[CH:5][N:6]=[CH:7]3)=[O:24])([CH3:21])[CH3:20])=[CH:17][CH:18]=1, predict the reactants needed to synthesize it. The reactants are: [NH2:1][C:2]1[CH:11]=[CH:10][CH:9]=[C:8]2[C:3]=1[CH:4]=[CH:5][N:6]=[CH:7]2.[Cl:12][C:13]1[CH:18]=[CH:17][C:16]([C:19]([N:22]=[C:23]=[O:24])([CH3:21])[CH3:20])=[CH:15][CH:14]=1. (2) Given the product [C:1]([O:5][C:6](=[O:14])[NH:7][CH:8]1[CH2:13][CH2:12][N:11]([CH2:16][CH2:17][S:18][CH2:19][CH3:20])[CH2:10][CH2:9]1)([CH3:4])([CH3:2])[CH3:3], predict the reactants needed to synthesize it. The reactants are: [C:1]([O:5][C:6](=[O:14])[NH:7][CH:8]1[CH2:13][CH2:12][NH:11][CH2:10][CH2:9]1)([CH3:4])([CH3:3])[CH3:2].Br[CH2:16][CH2:17][S:18][CH2:19][CH3:20].C(=O)([O-])[O-].[K+].[K+]. (3) Given the product [C:1]([C:4]1[C:33](=[O:34])[C@@:8]2([CH3:35])[C:9]3[C:15]([OH:16])=[CH:14][C:13]([O:17][CH3:18])=[C:12]([C:19]([NH:21][CH2:22][C:23]4[C:28]([CH3:29])=[CH:27][C:26]([O:30][CH2:46][C:45]5[CH:48]=[CH:49][C:50]([Cl:52])=[CH:51][C:44]=5[Cl:43])=[C:25]([CH3:31])[C:24]=4[CH3:32])=[O:20])[C:10]=3[O:11][C:7]2=[CH:6][C:5]=1[OH:36])(=[O:3])[CH3:2], predict the reactants needed to synthesize it. The reactants are: [C:1]([C:4]1[C:33](=[O:34])[C@@:8]2([CH3:35])[C:9]3[C:15]([OH:16])=[CH:14][C:13]([O:17][CH3:18])=[C:12]([C:19]([NH:21][CH2:22][C:23]4[C:28]([CH3:29])=[CH:27][C:26]([OH:30])=[C:25]([CH3:31])[C:24]=4[CH3:32])=[O:20])[C:10]=3[O:11][C:7]2=[CH:6][C:5]=1[OH:36])(=[O:3])[CH3:2].C(=O)([O-])[O-].[K+].[K+].[Cl:43][C:44]1[CH:51]=[C:50]([Cl:52])[CH:49]=[CH:48][C:45]=1[CH2:46]Cl.Cl. (4) Given the product [F:40][CH:36]([F:41])[O:23][C:18]1[CH:17]=[C:16]([C:11]2[N:12]=[C:13]([CH3:15])[N:14]=[C:9]([N:8]([CH2:7][C:6]3[CH:5]=[CH:4][C:3]([O:2][CH3:1])=[CH:34][CH:33]=3)[CH2:24][C:25]3[CH:26]=[CH:27][C:28]([O:31][CH3:32])=[CH:29][CH:30]=3)[N:10]=2)[C:21]([F:22])=[N:20][CH:19]=1, predict the reactants needed to synthesize it. The reactants are: [CH3:1][O:2][C:3]1[CH:34]=[CH:33][C:6]([CH2:7][N:8]([CH2:24][C:25]2[CH:30]=[CH:29][C:28]([O:31][CH3:32])=[CH:27][CH:26]=2)[C:9]2[N:14]=[C:13]([CH3:15])[N:12]=[C:11]([C:16]3[CH:17]=[C:18]([OH:23])[CH:19]=[N:20][C:21]=3[F:22])[N:10]=2)=[CH:5][CH:4]=1.Cl[C:36]([F:41])([F:40])C([O-])=O.[Na+].C(=O)([O-])[O-].[Cs+].[Cs+].